This data is from Full USPTO retrosynthesis dataset with 1.9M reactions from patents (1976-2016). The task is: Predict the reactants needed to synthesize the given product. (1) Given the product [CH2:18]([O:25][CH2:26][CH2:27][CH2:28][O:16][C:10]1[CH:11]=[CH:12][CH:13]=[C:14]([F:15])[C:9]=1[NH:8][C:6]1[C:5]([Cl:17])=[CH:4][N:3]=[C:2]([Cl:1])[N:7]=1)[C:19]1[CH:24]=[CH:23][CH:22]=[CH:21][CH:20]=1, predict the reactants needed to synthesize it. The reactants are: [Cl:1][C:2]1[N:7]=[C:6]([NH:8][C:9]2[C:14]([F:15])=[CH:13][CH:12]=[CH:11][C:10]=2[OH:16])[C:5]([Cl:17])=[CH:4][N:3]=1.[CH2:18]([O:25][CH2:26][CH2:27][CH2:28]O)[C:19]1[CH:24]=[CH:23][CH:22]=[CH:21][CH:20]=1. (2) Given the product [ClH:40].[ClH:40].[ClH:40].[F:1][C:2]1[CH:7]=[CH:6][C:5]([CH:8]([CH:31]2[CH2:36][CH2:35][N:34]([CH:37]([CH3:39])[CH3:38])[CH2:33][CH2:32]2)[CH2:9][N:10]2[CH2:11][CH2:12][N:13]([CH2:16][CH2:17][CH2:18][C:19]3[CH:24]=[CH:23][CH:22]=[CH:21][C:20]=3[C:25]3[CH:30]=[CH:29][CH:28]=[CH:27][CH:26]=3)[CH2:14][CH2:15]2)=[CH:4][CH:3]=1, predict the reactants needed to synthesize it. The reactants are: [F:1][C:2]1[CH:7]=[CH:6][C:5]([CH:8]([CH:31]2[CH2:36][CH2:35][N:34]([CH:37]([CH3:39])[CH3:38])[CH2:33][CH2:32]2)[CH2:9][N:10]2[CH2:15][CH2:14][N:13]([CH2:16][CH2:17][CH2:18][C:19]3[CH:24]=[CH:23][CH:22]=[CH:21][C:20]=3[C:25]3[CH:30]=[CH:29][CH:28]=[CH:27][CH:26]=3)[CH2:12][CH2:11]2)=[CH:4][CH:3]=1.[ClH:40].O1CCOCC1. (3) Given the product [Cl:13][C:9]1[CH:8]=[CH:7][N:6]=[C:5]2[NH:1][CH:2]=[CH:3][C:4]=12, predict the reactants needed to synthesize it. The reactants are: [NH:1]1[C:5]2=[N+:6]([O-])[CH:7]=[CH:8][CH:9]=[C:4]2[CH:3]=[CH:2]1.P(Cl)(Cl)([Cl:13])=O.C(=O)([O-])[O-].[K+].[K+].C(OCC)C. (4) The reactants are: CC(O[C:6](=[O:20])[NH:7][C@@H:8]1[CH2:14][CH2:13][CH2:12][CH2:11][N:10]([C:15]([NH:17][CH3:18])=[O:16])[C:9]1=[O:19])(C)C.C(O)(C(F)(F)F)=O.C([O-])([O-])=O.[K+].[K+].[Cl:34][C:35]1[CH:44]=[C:43]2[C:38]([C:39]([N:46]3[CH2:51][CH2:50][NH:49][CH2:48][CH2:47]3)=[CH:40][C:41]([NH2:45])=[N:42]2)=[CH:37][CH:36]=1. Given the product [NH2:45][C:41]1[CH:40]=[C:39]([N:46]2[CH2:47][CH2:48][N:49]([C:6]([NH:7][C@@H:8]3[CH2:14][CH2:13][CH2:12][CH2:11][N:10]([C:15]([NH:17][CH3:18])=[O:16])[C:9]3=[O:19])=[O:20])[CH2:50][CH2:51]2)[C:38]2[C:43](=[CH:44][C:35]([Cl:34])=[CH:36][CH:37]=2)[N:42]=1, predict the reactants needed to synthesize it. (5) The reactants are: [C:1]([O-:4])(=[O:3])C.[O:5]=[C:6]1[C@@H:9]([NH3+:10])[CH2:8][NH:7]1.[CH3:11]CN(C(C)C)C(C)C.[CH:20]1([O:26][C:27]2[CH:32]=[CH:31][C:30](C3C=CN(C([O-])=O)C(=O)C=3C)=[CH:29][CH:28]=2)[CH2:25][CH2:24][CH2:23][CH2:22][CH2:21]1. Given the product [CH:27]1([O:26][C:20]2[CH:25]=[CH:24][C:23]([O:4][C:1](=[O:3])[N:10]([CH3:11])[C@H:9]3[CH2:8][NH:7][C:6]3=[O:5])=[CH:22][CH:21]=2)[CH2:32][CH2:31][CH2:30][CH2:29][CH2:28]1, predict the reactants needed to synthesize it.